From a dataset of Full USPTO retrosynthesis dataset with 1.9M reactions from patents (1976-2016). Predict the reactants needed to synthesize the given product. (1) Given the product [NH2:35][C:20]1[N:19]=[C:18]([N:8]2[CH2:7][C@@H:3]3[C@@H:2]([N:1]([C:10]([O:12][C:13]([CH3:16])([CH3:15])[CH3:14])=[O:11])[CH2:6][CH2:5][CH2:4]3)[CH2:9]2)[C:27]2[CH2:26][CH2:25][CH:24]([C:28]3[CH:29]=[CH:30][C:31]([F:34])=[CH:32][CH:33]=3)[CH2:23][C:22]=2[N:21]=1, predict the reactants needed to synthesize it. The reactants are: [N:1]1([C:10]([O:12][C:13]([CH3:16])([CH3:15])[CH3:14])=[O:11])[CH2:6][CH2:5][CH2:4][C@@H:3]2[CH2:7][NH:8][CH2:9][C@H:2]12.Cl[C:18]1[C:27]2[CH2:26][CH2:25][CH:24]([C:28]3[CH:33]=[CH:32][C:31]([F:34])=[CH:30][CH:29]=3)[CH2:23][C:22]=2[N:21]=[C:20]([NH2:35])[N:19]=1. (2) Given the product [CH3:14][C@H:15]1[NH:16][C@@H:17]([CH3:21])[CH2:18][N:19]([C:2]2[CH:7]=[CH:6][C:5]([C:8](=[O:10])[CH3:9])=[C:4]([N+:11]([O-:13])=[O:12])[CH:3]=2)[CH2:20]1, predict the reactants needed to synthesize it. The reactants are: Cl[C:2]1[CH:7]=[CH:6][C:5]([C:8](=[O:10])[CH3:9])=[C:4]([N+:11]([O-:13])=[O:12])[CH:3]=1.[CH3:14][C@H:15]1[CH2:20][NH:19][CH2:18][C@@H:17]([CH3:21])[NH:16]1.